Dataset: Full USPTO retrosynthesis dataset with 1.9M reactions from patents (1976-2016). Task: Predict the reactants needed to synthesize the given product. (1) Given the product [CH3:1][O:2][C:3](=[O:12])[CH2:4][C:5]1[CH:10]=[CH:9][CH:8]=[C:7]([O:11][CH2:20][C:21]2[N:22]=[C:23]([C:27]3[CH:32]=[CH:31][CH:30]=[CH:29][CH:28]=3)[O:24][C:25]=2[CH3:26])[CH:6]=1, predict the reactants needed to synthesize it. The reactants are: [CH3:1][O:2][C:3](=[O:12])[CH2:4][C:5]1[CH:10]=[CH:9][CH:8]=[C:7]([OH:11])[CH:6]=1.C(=O)([O-])[O-].[K+].[K+].Cl[CH2:20][C:21]1[N:22]=[C:23]([C:27]2[CH:32]=[CH:31][CH:30]=[CH:29][CH:28]=2)[O:24][C:25]=1[CH3:26]. (2) Given the product [NH2:32][C:29]1[N:30]=[CH:31][C:26]([C:2]2[C:10]3[N:9]4[CH2:11][CH2:12][NH:13][C:14](=[O:15])[C:8]4=[C:7]([CH3:16])[C:6]=3[CH:5]=[C:4]([Cl:17])[CH:3]=2)=[CH:27][CH:28]=1, predict the reactants needed to synthesize it. The reactants are: Br[C:2]1[C:10]2[N:9]3[CH2:11][CH2:12][NH:13][C:14](=[O:15])[C:8]3=[C:7]([CH3:16])[C:6]=2[CH:5]=[C:4]([Cl:17])[CH:3]=1.CC1(C)C(C)(C)OB([C:26]2[CH:27]=[CH:28][C:29]([NH2:32])=[N:30][CH:31]=2)O1. (3) Given the product [CH3:1][C:2]1[CH:3]=[CH:4][C:5]([S:8]([O:11][CH2:12][CH2:13][CH:14]=[C:15]([F:17])[F:16])(=[O:9])=[O:10])=[CH:6][CH:7]=1, predict the reactants needed to synthesize it. The reactants are: [CH3:1][C:2]1[CH:7]=[CH:6][C:5]([S:8]([O:11][CH2:12][CH2:13][CH:14](F)[C:15](Br)([F:17])[F:16])(=[O:10])=[O:9])=[CH:4][CH:3]=1.II. (4) Given the product [F:23][C:15]1[CH:16]=[C:17]([N+:20]([O-:22])=[O:21])[CH:18]=[CH:19][C:14]=1[N:1]1[CH2:5][CH2:4][CH2:3][CH2:2]1, predict the reactants needed to synthesize it. The reactants are: [NH:1]1[CH2:5][CH2:4][CH2:3][CH2:2]1.CCN(CC)CC.F[C:14]1[CH:19]=[CH:18][C:17]([N+:20]([O-:22])=[O:21])=[CH:16][C:15]=1[F:23]. (5) Given the product [OH:2][CH2:3][CH2:4][CH2:5][C:6]1[CH:11]=[C:10]([C:12]2[CH:13]=[CH:14][C:15]([OH:18])=[CH:16][CH:17]=2)[CH:9]=[C:8]([C:19]2[CH:20]=[CH:21][C:22]([OH:25])=[CH:23][CH:24]=2)[CH:7]=1, predict the reactants needed to synthesize it. The reactants are: C[O:2][C:3](=O)[CH2:4][CH2:5][C:6]1[CH:7]=[C:8]([C:19]2[CH:24]=[CH:23][C:22]([OH:25])=[CH:21][CH:20]=2)[CH:9]=[C:10]([C:12]2[CH:17]=[CH:16][C:15]([OH:18])=[CH:14][CH:13]=2)[CH:11]=1.CC(C[AlH]CC(C)C)C.